This data is from Full USPTO retrosynthesis dataset with 1.9M reactions from patents (1976-2016). The task is: Predict the reactants needed to synthesize the given product. (1) Given the product [ClH:13].[Cl:13][C:14]1[CH:19]=[CH:18][CH:17]=[C:16]([Cl:20])[C:15]=1[NH:21][C:22]1[NH:2][C:3]([C:7]2[CH:12]=[CH:11][CH:10]=[CH:9][CH:8]=2)=[C:4]([CH3:6])[N:23]=1, predict the reactants needed to synthesize it. The reactants are: Cl.[NH2:2][CH:3]([C:7]1[CH:12]=[CH:11][CH:10]=[CH:9][CH:8]=1)[C:4]([CH3:6])=O.[Cl:13][C:14]1[CH:19]=[CH:18][CH:17]=[C:16]([Cl:20])[C:15]=1[NH:21][C:22]#[N:23].C(N(CC)CC)C. (2) Given the product [F:1][C:2]1[CH:3]=[C:4]([N:8]2[C:12]([CH3:13])=[C:11]([CH:14]([N:16]([CH2:24][C:23]3[N:22]([C:18]4[S:17][CH:29]=[CH:30][N:19]=4)[CH:26]=[CH:43][CH:44]=3)[CH2:27][C:23]3[N:22]([C:18]4[S:17][CH:21]=[CH:20][N:19]=4)[CH:26]=[CH:25][CH:24]=3)[CH3:15])[CH:10]=[N:9]2)[CH:5]=[CH:6][CH:7]=1, predict the reactants needed to synthesize it. The reactants are: [F:1][C:2]1[CH:3]=[C:4]([N:8]2[C:12]([CH3:13])=[C:11]([CH:14]([NH2:16])[CH3:15])[CH:10]=[N:9]2)[CH:5]=[CH:6][CH:7]=1.[S:17]1[CH:21]=[CH:20][N:19]=[C:18]1[N:22]1[CH:26]=[CH:25][CH:24]=[C:23]1[CH:27]=O.[C:29](O)(=O)[CH3:30].C(O[BH-](O[C:43](=O)[CH3:44])OC(=O)C)(=O)C.[Na+].[OH-].[Na+]. (3) Given the product [CH3:19][O:20][C:21]1[CH:22]=[C:23]([NH:13][C:12]2[C:11]3[C:10](=[CH:9][CH:8]=[C:6]4[N:7]=[C:3]([C:1]#[N:2])[S:4][C:5]4=3)[N:14]=[CH:15][N:16]=2)[CH:25]=[C:26]([O:28][CH3:29])[CH:27]=1, predict the reactants needed to synthesize it. The reactants are: [C:1]([C:3]1[S:4][C:5]2[C:11]([C:12]#[N:13])=[C:10](/[N:14]=[CH:15]/[N:16](C)C)[CH:9]=[CH:8][C:6]=2[N:7]=1)#[N:2].[CH3:19][O:20][C:21]1[CH:22]=[C:23]([CH:25]=[C:26]([O:28][CH3:29])[CH:27]=1)N.[K+].[Br-]. (4) Given the product [N:1]1[NH:2][C:3](=[O:16])[CH:4]=[C:5]2[CH2:11][CH2:10][CH2:9][C:8]3[CH:12]=[CH:13][CH:14]=[CH:15][C:7]=3[C:6]=12, predict the reactants needed to synthesize it. The reactants are: [N:1]1[NH:2][C:3](=[O:16])[CH2:4][CH:5]2[CH2:11][CH2:10][CH2:9][C:8]3[CH:12]=[CH:13][CH:14]=[CH:15][C:7]=3[C:6]=12. (5) Given the product [OH:13][C@H:10]1[CH2:11][CH2:12][N:8]([C:5]2[N:6]=[CH:7][C:2]([NH:1][C:21](=[O:22])[O:23][C:24]3[CH:29]=[CH:28][CH:27]=[CH:26][CH:25]=3)=[CH:3][CH:4]=2)[CH2:9]1, predict the reactants needed to synthesize it. The reactants are: [NH2:1][C:2]1[CH:3]=[CH:4][C:5]([N:8]2[CH2:12][CH2:11][C@H:10]([OH:13])[CH2:9]2)=[N:6][CH:7]=1.N1C=CC=CC=1.Cl[C:21]([O:23][C:24]1[CH:29]=[CH:28][CH:27]=[CH:26][CH:25]=1)=[O:22]. (6) Given the product [C:12]([C:14]1[C:15](=[O:16])[NH:17][C:9]([CH3:10])=[CH:8][C:2]=1[C:3]([O:5][CH2:6][CH3:7])=[O:4])#[N:13], predict the reactants needed to synthesize it. The reactants are: O=[C:2]([CH2:8][C:9](=O)[CH3:10])[C:3]([O:5][CH2:6][CH3:7])=[O:4].[C:12]([CH2:14][C:15]([NH2:17])=[O:16])#[N:13].N1CCCCC1.Cl. (7) Given the product [Br:1][C:2]1[C:3]([CH3:23])=[C:4]([N:8]2[CH2:9][C:10]3[C:15](=[CH:14][C:13]([C:18]([CH3:19])([CH3:20])[CH3:21])=[CH:12][CH:11]=3)[C:16]2=[O:17])[CH:5]=[CH:6][CH:7]=1, predict the reactants needed to synthesize it. The reactants are: [Br:1][C:2]1[C:3]([CH3:23])=[C:4]([N:8]2[C:16](=[O:17])[C:15]3[C:10](=[CH:11][CH:12]=[C:13]([C:18]([CH3:21])([CH3:20])[CH3:19])[CH:14]=3)[C:9]2=O)[CH:5]=[CH:6][CH:7]=1.[BH4-].[Na+].C(O)(C(F)(F)F)=O.C([SiH](CC)CC)C. (8) Given the product [CH3:1][O:2][C:3](=[O:21])[CH2:4][CH2:5][CH:6]1[CH2:7][CH2:8][CH:9]([C:12]2[CH:13]=[CH:14][C:15]([NH2:18])=[CH:16][CH:17]=2)[CH2:10][CH2:11]1, predict the reactants needed to synthesize it. The reactants are: [CH3:1][O:2][C:3](=[O:21])/[CH:4]=[CH:5]/[CH:6]1[CH2:11][CH2:10][CH:9]([C:12]2[CH:17]=[CH:16][C:15]([N+:18]([O-])=O)=[CH:14][CH:13]=2)[CH2:8][CH2:7]1. (9) Given the product [ClH:1].[Cl:1][C:2]1[CH:26]=[C:25]([NH:27][C:28]([NH:30][C:31]2[CH:36]=[N:35][C:34]([C:37]#[N:38])=[CH:33][N:32]=2)=[O:29])[CH:24]=[CH:23][C:3]=1[CH2:4][CH2:5][NH:6][CH2:14][CH:15]1[CH2:16][CH2:17][CH2:18][CH2:19][CH2:20]1, predict the reactants needed to synthesize it. The reactants are: [Cl:1][C:2]1[CH:26]=[C:25]([NH:27][C:28]([NH:30][C:31]2[CH:36]=[N:35][C:34]([C:37]#[N:38])=[CH:33][N:32]=2)=[O:29])[CH:24]=[CH:23][C:3]=1[CH2:4][CH2:5][N:6]([CH2:14][C:15]1[CH:20]=[CH:19][CH:18]=[CH:17][C:16]=1OC)C(=O)OC(C)(C)C.Cl.